Dataset: Reaction yield outcomes from USPTO patents with 853,638 reactions. Task: Predict the reaction yield, written as a fraction of the theoretical maximum amount of product (1.0 means a 100% yield; for example, 0.34 means a 34% yield). (1) The reactants are [CH2:1]([O:3][CH2:4][N:5]1[C:9]2=[N:10][C:11]3[N:12]([CH3:26])[C:13](=[O:25])[N:14]([CH2:18][CH2:19][CH2:20][CH2:21][C@@H:22]([OH:24])[CH3:23])[C:15](=[O:17])[C:16]=3[N:8]2[CH2:7][CH2:6]1)[CH3:2].[CH3:27][S:28](O[S:28]([CH3:27])(=[O:30])=[O:29])(=[O:30])=[O:29].CO. The catalyst is CN(C)C1C=CN=CC=1.C(Cl)(Cl)Cl. The product is [CH2:1]([O:3][CH2:4][N:5]1[C:9]2=[N:10][C:11]3[N:12]([CH3:26])[C:13](=[O:25])[N:14]([CH2:18][CH2:19][CH2:20][CH2:21][C@@H:22]([O:24][S:28]([CH3:27])(=[O:30])=[O:29])[CH3:23])[C:15](=[O:17])[C:16]=3[N:8]2[CH2:7][CH2:6]1)[CH3:2]. The yield is 0.940. (2) The reactants are [NH2:1][C:2]1[C:3]([C:9]([O:11][CH3:12])=[O:10])=[N:4][C:5](Br)=[CH:6][CH:7]=1.[Br-].[S:14]1[CH:18]=[CH:17][N:16]=[C:15]1[Zn+].C1COCC1. The catalyst is C1C=CC(P(C2C=CC=CC=2)[C-]2C=CC=C2)=CC=1.C1C=CC(P(C2C=CC=CC=2)[C-]2C=CC=C2)=CC=1.Cl[Pd]Cl.[Fe+2].C(Cl)Cl. The product is [NH2:1][C:2]1[C:3]([C:9]([O:11][CH3:12])=[O:10])=[N:4][C:5]([C:15]2[S:14][CH:18]=[CH:17][N:16]=2)=[CH:6][CH:7]=1. The yield is 0.510. (3) The reactants are Br[C:2]1[CH:7]=[CH:6][C:5]([O:8][CH2:9][C:10]([CH3:17])([N:12]2[CH:16]=[N:15][N:14]=[N:13]2)[CH3:11])=[CH:4][N:3]=1.C([NH:22][C:23](=[O:25])[O-:24])(C)(C)C.[CH3:26][C:27]1(C)[C:53]2C(=C(P(C3C=CC=CC=3)C3C=CC=CC=3)C=CC=2)OC2C(P(C3C=CC=CC=3)C3C=CC=CC=3)=CC=C[C:28]1=2.CC(C)([O-])C.[Na+]. The catalyst is O1CCOCC1.C1C=CC(/C=C/C(/C=C/C2C=CC=CC=2)=O)=CC=1.C1C=CC(/C=C/C(/C=C/C2C=CC=CC=2)=O)=CC=1.C1C=CC(/C=C/C(/C=C/C2C=CC=CC=2)=O)=CC=1.[Pd].[Pd].O. The product is [CH3:11][C:10]([N:12]1[CH:16]=[N:15][N:14]=[N:13]1)([CH3:17])[CH2:9][O:8][C:5]1[CH:6]=[CH:7][C:2]([NH:22][C:23](=[O:25])[O:24][C:27]([CH3:53])([CH3:28])[CH3:26])=[N:3][CH:4]=1. The yield is 0.740. (4) The reactants are [CH2:1]([O:8][C:9]1[CH:10]=[CH:11][C:12]([CH:16]=[CH:17][CH2:18][CH3:19])=[C:13]([OH:15])[CH:14]=1)[C:2]1[CH:7]=[CH:6][CH:5]=[CH:4][CH:3]=1.[CH3:20][C:21]1[O:25][C:24]([C:26]2[CH:31]=[CH:30][CH:29]=[CH:28][CH:27]=2)=[N:23][C:22]=1[CH2:32][CH2:33]OS(C1C=CC(C)=CC=1)(=O)=O.C(=O)([O-])[O-].[Cs+].[Cs+]. The catalyst is CN(C=O)C. The product is [CH2:1]([O:8][C:9]1[CH:10]=[CH:11][C:12]([CH:16]=[CH:17][CH2:18][CH3:19])=[C:13]([CH:14]=1)[O:15][CH2:33][CH2:32][C:22]1[N:23]=[C:24]([C:26]2[CH:31]=[CH:30][CH:29]=[CH:28][CH:27]=2)[O:25][C:21]=1[CH3:20])[C:2]1[CH:3]=[CH:4][CH:5]=[CH:6][CH:7]=1. The yield is 0.720.